From a dataset of Forward reaction prediction with 1.9M reactions from USPTO patents (1976-2016). Predict the product of the given reaction. (1) Given the reactants [Cl:1][C:2]1[N:3]=[C:4]2[C:9](=[CH:10][CH:11]=1)[N:8]=[CH:7][C:6]([CH:12]=O)=[C:5]2[NH:14][C:15]1[CH:20]=[CH:19][C:18]([C:21]([CH3:25])([CH3:24])[C:22]#[N:23])=[CH:17][CH:16]=1.C(O[C:30](=[O:32])[CH3:31])(=O)C, predict the reaction product. The product is: [Cl:1][C:2]1[N:3]=[C:4]2[C:9](=[CH:10][CH:11]=1)[N:8]=[CH:7][C:6]1[CH:12]=[CH:31][C:30](=[O:32])[N:14]([C:15]3[CH:20]=[CH:19][C:18]([C:21]([CH3:25])([CH3:24])[C:22]#[N:23])=[CH:17][CH:16]=3)[C:5]2=1. (2) Given the reactants [C:1]1(=[O:7])[O:6][CH2:5][CH2:4][CH2:3][CH2:2]1.[CH:8](OCC)=O.[H-].[Na+].[C:15]1(/[CH:21]=[CH:22]/[C:23](=[NH:25])[NH2:24])[CH:20]=[CH:19][CH:18]=[CH:17][CH:16]=1, predict the reaction product. The product is: [OH:6][CH2:5][CH2:4][CH2:3][C:2]1[C:1](=[O:7])[N:25]=[C:23](/[CH:22]=[CH:21]/[C:15]2[CH:20]=[CH:19][CH:18]=[CH:17][CH:16]=2)[NH:24][CH:8]=1. (3) Given the reactants [CH2:1]([O:3][C:4](=[O:18])[CH:5]([CH2:9][NH:10][C:11]1[C:16]([NH2:17])=[CH:15][CH:14]=[CH:13][N:12]=1)[CH2:6][CH2:7][CH3:8])[CH3:2].C1N=CN([C:24](N2C=NC=C2)=[O:25])C=1, predict the reaction product. The product is: [CH2:1]([O:3][C:4](=[O:18])[CH:5]([CH2:9][N:10]1[C:11]2=[N:12][CH:13]=[CH:14][CH:15]=[C:16]2[NH:17][C:24]1=[O:25])[CH2:6][CH2:7][CH3:8])[CH3:2]. (4) The product is: [Br:1][C:2]1[CH:3]=[C:4](/[C:8](/[CH3:13])=[CH:9]/[C:10]([Cl:17])=[O:11])[CH:5]=[CH:6][CH:7]=1. Given the reactants [Br:1][C:2]1[CH:3]=[C:4](/[C:8](/[CH3:13])=[CH:9]/[C:10](O)=[O:11])[CH:5]=[CH:6][CH:7]=1.C(Cl)(=O)C([Cl:17])=O.CN(C)C=O, predict the reaction product.